Dataset: Forward reaction prediction with 1.9M reactions from USPTO patents (1976-2016). Task: Predict the product of the given reaction. (1) Given the reactants [CH2:1]([O:8][C:9]1[CH:15]=[CH:14][C:12]([NH2:13])=[CH:11][CH:10]=1)[C:2]1[CH:7]=[CH:6][CH:5]=[CH:4][CH:3]=1.[C:16]([O:20][CH3:21])(=[O:19])[CH:17]=[CH2:18], predict the reaction product. The product is: [CH2:1]([O:8][C:9]1[CH:10]=[CH:11][C:12]([NH:13][CH2:18][CH2:17][C:16]([O:20][CH3:21])=[O:19])=[CH:14][CH:15]=1)[C:2]1[CH:3]=[CH:4][CH:5]=[CH:6][CH:7]=1. (2) Given the reactants [OH:1][C:2]1[CH:3]=[CH:4][C:5]([CH3:12])=[C:6]([CH:11]=1)[C:7]([O:9][CH3:10])=[O:8].[CH2:13](O)[C:14]#[CH:15].C1(P(C2C=CC=CC=2)C2C=CC=CC=2)C=CC=CC=1.N(C(OC(C)(C)C)=O)=NC(OC(C)(C)C)=O, predict the reaction product. The product is: [CH3:12][C:5]1[CH:4]=[CH:3][C:2]([O:1][CH2:15][C:14]#[CH:13])=[CH:11][C:6]=1[C:7]([O:9][CH3:10])=[O:8]. (3) Given the reactants O=C1[N:6]([C:7]([O:9][C:10]([CH3:13])([CH3:12])[CH3:11])=[O:8])[CH:5]([CH2:14][C:15]2[CH:20]=[CH:19][CH:18]=[C:17]([O:21][C:22]([F:27])([F:26])[CH:23]([F:25])[F:24])[CH:16]=2)[CH:4]([C:28]2[CH:33]=[CH:32][C:31]([O:34][C:35]3[CH:40]=[CH:39][CH:38]=[CH:37][N:36]=3)=[CH:30][CH:29]=2)[O:3]1.[OH-].[Na+].O, predict the reaction product. The product is: [OH:3][CH:4]([C:28]1[CH:33]=[CH:32][C:31]([O:34][C:35]2[CH:40]=[CH:39][CH:38]=[CH:37][N:36]=2)=[CH:30][CH:29]=1)[CH:5]([NH:6][C:7](=[O:8])[O:9][C:10]([CH3:13])([CH3:12])[CH3:11])[CH2:14][C:15]1[CH:20]=[CH:19][CH:18]=[C:17]([O:21][C:22]([F:26])([F:27])[CH:23]([F:24])[F:25])[CH:16]=1. (4) The product is: [C:1]([O:5][C:6]([NH:8][C:9]1[O:17][C:16]2[C:11](=[N:12][CH:13]=[C:14]([CH2:18][CH2:19][CH2:20][N:21]3[CH2:26][CH2:25][O:24][CH2:23][CH2:22]3)[CH:15]=2)[C:10]=1[C:27]([OH:29])=[O:28])=[O:7])([CH3:4])([CH3:2])[CH3:3]. Given the reactants [C:1]([O:5][C:6]([NH:8][C:9]1[O:17][C:16]2[C:11](=[N:12][CH:13]=[C:14]([CH2:18][CH2:19][CH2:20][N:21]3[CH2:26][CH2:25][O:24][CH2:23][CH2:22]3)[CH:15]=2)[C:10]=1[C:27]([O:29]CC)=[O:28])=[O:7])([CH3:4])([CH3:3])[CH3:2].[Li+].[OH-], predict the reaction product. (5) Given the reactants [C@H:1]1([NH:10][C:11]2[CH:20]=[CH:19][C:18]3[C:13](=[CH:14][CH:15]=[C:16]([NH2:21])[CH:17]=3)[N:12]=2)[C:9]2[C:4](=[CH:5][CH:6]=[CH:7][CH:8]=2)[CH2:3][CH2:2]1.[CH3:22][N:23]([C:27]1[CH:32]=[CH:31][CH:30]=[CH:29][CH:28]=1)[C:24](Cl)=[O:25], predict the reaction product. The product is: [C@H:1]1([NH:10][C:11]2[CH:20]=[CH:19][C:18]3[C:13](=[CH:14][CH:15]=[C:16]([NH:21][C:24](=[O:25])[N:23]([CH3:22])[C:27]4[CH:32]=[CH:31][CH:30]=[CH:29][CH:28]=4)[CH:17]=3)[N:12]=2)[C:9]2[C:4](=[CH:5][CH:6]=[CH:7][CH:8]=2)[CH2:3][CH2:2]1. (6) Given the reactants [CH3:1][O:2][C:3]1[CH:4]=[CH:5][C:6]([NH:11][C:12]2[C:13]3[N:14]([CH:27]=[CH:28][N:29]=3)[N:15]=[C:16]([C:18]3[CH:19]=[C:20]([CH:24]=[CH:25][CH:26]=3)[C:21](O)=[O:22])[CH:17]=2)=[N:7][C:8]=1[O:9][CH3:10].[NH2:30][C:31]1[CH:43]=[CH:42][C:34]([C:35]([O:37][C:38]([CH3:41])([CH3:40])[CH3:39])=[O:36])=[CH:33][CH:32]=1.CN1C=CN=C1.CCN=C=NCCCN(C)C, predict the reaction product. The product is: [CH3:1][O:2][C:3]1[CH:4]=[CH:5][C:6]([NH:11][C:12]2[C:13]3[N:14]([CH:27]=[CH:28][N:29]=3)[N:15]=[C:16]([C:18]3[CH:19]=[C:20]([CH:24]=[CH:25][CH:26]=3)[C:21]([NH:30][C:31]3[CH:43]=[CH:42][C:34]([C:35]([O:37][C:38]([CH3:39])([CH3:40])[CH3:41])=[O:36])=[CH:33][CH:32]=3)=[O:22])[CH:17]=2)=[N:7][C:8]=1[O:9][CH3:10]. (7) The product is: [CH3:27][C:22]1([CH2:21][CH2:20][CH2:19][CH2:18][N:8]2[N:7]=[C:6]([N+:3]([O-:5])=[O:4])[CH:10]=[N:9]2)[O:26][CH2:25][CH2:24][O:23]1. Given the reactants N#N.[N+:3]([C:6]1[CH:10]=[N:9][NH:8][N:7]=1)([O-:5])=[O:4].C([O-])([O-])=O.[Cs+].[Cs+].Br[CH2:18][CH2:19][CH2:20][CH2:21][C:22]1([CH3:27])[O:26][CH2:25][CH2:24][O:23]1, predict the reaction product. (8) The product is: [O:12]=[C:10]([N:29]1[CH2:28][CH2:27][CH2:26][CH2:24]1)[C@H:9]([NH:8][C:6](=[O:7])[O:5][C:1]([CH3:2])([CH3:3])[CH3:4])[CH2:13][CH3:14]. Given the reactants [C:1]([O:5][C:6]([NH:8][C@H:9]([CH2:13][CH3:14])[C:10]([OH:12])=O)=[O:7])([CH3:4])([CH3:3])[CH3:2].CN(C(ON1N=NC2[CH:26]=[CH:27][CH:28]=[N:29][C:24]1=2)=[N+](C)C)C.F[P-](F)(F)(F)(F)F.N1CCCC1.CCN(CC)CC, predict the reaction product. (9) Given the reactants [CH:1]1[C:14]2[NH:13][C:12]3[C:7](=[CH:8][CH:9]=[CH:10][CH:11]=3)[NH:6][C:5]=2[CH:4]=[CH:3][CH:2]=1.Cl[C:16]([O:18][CH2:19][CH3:20])=[O:17], predict the reaction product. The product is: [CH2:19]([O:18][C:16]([N:6]1[C:5]2[C:14](=[CH:1][CH:2]=[CH:3][CH:4]=2)[N:13]([C:16]([O:18][CH2:19][CH3:20])=[O:17])[C:12]2[CH:11]=[CH:10][CH:9]=[CH:8][C:7]1=2)=[O:17])[CH3:20].